The task is: Predict which catalyst facilitates the given reaction.. This data is from Catalyst prediction with 721,799 reactions and 888 catalyst types from USPTO. (1) Reactant: [C:1]1([C:7]2[CH:12]=[CH:11][C:10]([C:13]3[O:17][N:16]=[CH:15][C:14]=3[CH2:18][CH2:19][C:20](OC)=[O:21])=[CH:9][CH:8]=2)[CH:6]=[CH:5][CH:4]=[CH:3][CH:2]=1.[H-].C([Al+]CC(C)C)C(C)C.Cl. Product: [C:1]1([C:7]2[CH:12]=[CH:11][C:10]([C:13]3[O:17][N:16]=[CH:15][C:14]=3[CH2:18][CH2:19][CH2:20][OH:21])=[CH:9][CH:8]=2)[CH:2]=[CH:3][CH:4]=[CH:5][CH:6]=1. The catalyst class is: 7. (2) Reactant: [NH2:1][C:2]1[N:7]=[C:6]([CH3:8])[CH:5]=[CH:4][N:3]=1.C1C(=O)N([Br:16])C(=O)C1. Product: [Br:16][C:5]1[C:6]([CH3:8])=[N:7][C:2]([NH2:1])=[N:3][CH:4]=1. The catalyst class is: 22. (3) Reactant: [C:1]([O:5][C:6]([N:8]1[CH2:18][CH:17]2[CH2:19][CH:10]([C:11]3[CH:12]=[C:13]([NH2:21])[C:14]([NH2:20])=[CH:15][C:16]=32)[CH2:9]1)=[O:7])([CH3:4])([CH3:3])[CH3:2].[C:22](O)(=O)[CH3:23]. Product: [C:1]([O:5][C:6]([N:8]1[CH2:9][CH:10]2[CH2:19][CH:17]([C:16]3[CH:15]=[C:14]4[C:13](=[CH:12][C:11]=32)[N:21]=[C:22]([CH3:23])[NH:20]4)[CH2:18]1)=[O:7])([CH3:4])([CH3:2])[CH3:3]. The catalyst class is: 14. (4) Reactant: [CH3:1][N:2]([CH3:12])[N:3]1[CH2:8][CH2:7][C:6]([OH:11])([C:9]#N)[CH2:5][CH2:4]1.[OH-:13].[Na+].[C:15](=O)(O)[O-:16].[K+]. Product: [CH3:15][O:16][C:9]([C:6]1([OH:11])[CH2:7][CH2:8][N:3]([N:2]([CH3:12])[CH3:1])[CH2:4][CH2:5]1)=[O:13]. The catalyst class is: 209. (5) Reactant: [F:1][C:2]1[CH:7]=[CH:6][C:5]([C:8](=[C:16]2[CH2:21][C:20]([CH3:23])([CH3:22])[CH2:19][C:18]([CH3:25])([CH3:24])[CH2:17]2)[C:9]2[CH:14]=[CH:13][C:12]([OH:15])=[CH:11][CH:10]=2)=[CH:4][CH:3]=1.C([O-])([O-])=O.[K+].[K+].Br[CH2:33][C:34]#[N:35]. Product: [F:1][C:2]1[CH:3]=[CH:4][C:5]([C:8](=[C:16]2[CH2:17][C:18]([CH3:25])([CH3:24])[CH2:19][C:20]([CH3:23])([CH3:22])[CH2:21]2)[C:9]2[CH:14]=[CH:13][C:12]([O:15][CH2:33][C:34]#[N:35])=[CH:11][CH:10]=2)=[CH:6][CH:7]=1. The catalyst class is: 21. (6) The catalyst class is: 1. Reactant: [NH2:1][CH2:2][CH2:3][N:4]1[C:12]2[C:7](=[CH:8][CH:9]=[CH:10][CH:11]=2)[C:6]2([C:16]3=[CH:17][C:18]4[O:22][CH2:21][O:20][C:19]=4[CH:23]=[C:15]3[O:14][CH2:13]2)[C:5]1=[O:24].Br[CH2:26][CH2:27][CH2:28][CH2:29][CH2:30]Br.C(N(CC)CC)C. Product: [N:1]1([CH2:2][CH2:3][N:4]2[C:12]3[C:7](=[CH:8][CH:9]=[CH:10][CH:11]=3)[C:6]3([C:16]4=[CH:17][C:18]5[O:22][CH2:21][O:20][C:19]=5[CH:23]=[C:15]4[O:14][CH2:13]3)[C:5]2=[O:24])[CH2:30][CH2:29][CH2:28][CH2:27][CH2:26]1. (7) Reactant: C(OC(N=NC(OC(C)C)=O)=O)(C)C.[CH2:15]([O:17][C:18]([C:20]1[S:21][C:22]([C:27]([O:29][CH2:30][CH3:31])=[O:28])=[C:23]([OH:26])[C:24]=1[OH:25])=[O:19])[CH3:16].[F:32][C:33]([F:38])([CH2:36]O)[CH2:34]O.C(P(CCCC)CCCC)CCC. Product: [CH2:30]([O:29][C:27]([C:22]1[S:21][C:20]([C:18]([O:17][CH2:15][CH3:16])=[O:19])=[C:24]2[C:23]=1[O:26][CH2:36][C:33]([F:38])([F:32])[CH2:34][O:25]2)=[O:28])[CH3:31]. The catalyst class is: 7.